This data is from NCI-60 drug combinations with 297,098 pairs across 59 cell lines. The task is: Regression. Given two drug SMILES strings and cell line genomic features, predict the synergy score measuring deviation from expected non-interaction effect. (1) Drug 2: C1CCC(C(C1)N)N.C(=O)(C(=O)[O-])[O-].[Pt+4]. Synergy scores: CSS=45.1, Synergy_ZIP=-11.0, Synergy_Bliss=-3.52, Synergy_Loewe=1.04, Synergy_HSA=2.51. Drug 1: C1CN(CCN1C(=O)CCBr)C(=O)CCBr. Cell line: UACC62. (2) Drug 1: C1=CC(=CC=C1CCCC(=O)O)N(CCCl)CCCl. Drug 2: CC1=C(C(CCC1)(C)C)C=CC(=CC=CC(=CC(=O)O)C)C. Cell line: NCIH23. Synergy scores: CSS=33.6, Synergy_ZIP=-1.97, Synergy_Bliss=-6.51, Synergy_Loewe=-8.78, Synergy_HSA=-8.19. (3) Drug 1: CN1C(=O)N2C=NC(=C2N=N1)C(=O)N. Drug 2: CCCCC(=O)OCC(=O)C1(CC(C2=C(C1)C(=C3C(=C2O)C(=O)C4=C(C3=O)C=CC=C4OC)O)OC5CC(C(C(O5)C)O)NC(=O)C(F)(F)F)O. Cell line: HS 578T. Synergy scores: CSS=19.6, Synergy_ZIP=1.91, Synergy_Bliss=2.47, Synergy_Loewe=-27.7, Synergy_HSA=0.617. (4) Drug 1: C1=NNC2=C1C(=O)NC=N2. Drug 2: C(CCl)NC(=O)N(CCCl)N=O. Cell line: SF-539. Synergy scores: CSS=4.08, Synergy_ZIP=0.869, Synergy_Bliss=7.88, Synergy_Loewe=-31.8, Synergy_HSA=-0.526. (5) Drug 1: C1=CC=C(C=C1)NC(=O)CCCCCCC(=O)NO. Drug 2: CC12CCC3C(C1CCC2O)C(CC4=C3C=CC(=C4)O)CCCCCCCCCS(=O)CCCC(C(F)(F)F)(F)F. Cell line: BT-549. Synergy scores: CSS=0.367, Synergy_ZIP=-0.115, Synergy_Bliss=0.656, Synergy_Loewe=-0.0545, Synergy_HSA=-0.804. (6) Drug 1: C1CCN(CC1)CCOC2=CC=C(C=C2)C(=O)C3=C(SC4=C3C=CC(=C4)O)C5=CC=C(C=C5)O. Drug 2: CN(CC1=CN=C2C(=N1)C(=NC(=N2)N)N)C3=CC=C(C=C3)C(=O)NC(CCC(=O)O)C(=O)O. Cell line: COLO 205. Synergy scores: CSS=24.3, Synergy_ZIP=5.55, Synergy_Bliss=6.63, Synergy_Loewe=-26.0, Synergy_HSA=-1.06. (7) Drug 1: CC1=C(C(=CC=C1)Cl)NC(=O)C2=CN=C(S2)NC3=CC(=NC(=N3)C)N4CCN(CC4)CCO. Drug 2: CCN(CC)CCNC(=O)C1=C(NC(=C1C)C=C2C3=C(C=CC(=C3)F)NC2=O)C. Cell line: PC-3. Synergy scores: CSS=13.8, Synergy_ZIP=-1.25, Synergy_Bliss=2.38, Synergy_Loewe=6.19, Synergy_HSA=4.88.